This data is from Catalyst prediction with 721,799 reactions and 888 catalyst types from USPTO. The task is: Predict which catalyst facilitates the given reaction. (1) Reactant: Cl[C:2]1[CH:7]=[C:6]([Cl:8])[N:5]=[C:4]([S:9][CH3:10])[N:3]=1.Cl.[NH:12]1[CH2:15][CH2:14][CH2:13]1.C(N(CC)C(C)C)(C)C. Product: [N:12]1([C:2]2[CH:7]=[C:6]([Cl:8])[N:5]=[C:4]([S:9][CH3:10])[N:3]=2)[CH2:15][CH2:14][CH2:13]1. The catalyst class is: 16. (2) The catalyst class is: 16. Product: [N:23]1([C:2]2[N:6]([C:7]3[CH:12]=[CH:11][C:10]([S:13]([CH3:16])(=[O:15])=[O:14])=[CH:9][CH:8]=3)[N:5]=[C:4]([C:17]([F:20])([F:19])[F:18])[C:3]=2[C:21]#[N:22])[CH2:29][CH2:28][CH2:27][CH2:26][CH2:25][CH2:24]1. Reactant: Cl[C:2]1[N:6]([C:7]2[CH:12]=[CH:11][C:10]([S:13]([CH3:16])(=[O:15])=[O:14])=[CH:9][CH:8]=2)[N:5]=[C:4]([C:17]([F:20])([F:19])[F:18])[C:3]=1[C:21]#[N:22].[NH:23]1[CH2:29][CH2:28][CH2:27][CH2:26][CH2:25][CH2:24]1.[F-].[K+].O. (3) Reactant: [CH3:1][NH:2][C@H:3]([C:7]([NH:9][C@H:10]([C:14]([N:16]([C@@H:18]([C@@H:57]([CH3:60])[CH2:58][CH3:59])[C@H:19]([O:55][CH3:56])[CH2:20][C:21]([N:23]1[CH2:27][CH2:26][CH2:25][C@H:24]1[C@H:28]([O:53][CH3:54])[C@@H:29]([CH3:52])[C:30]([NH:32][C@@H:33]([CH2:42][C:43]1[C:51]2[C:46](=[CH:47][CH:48]=[CH:49][CH:50]=2)[NH:45][CH:44]=1)[C:34]([N:36]1[CH2:41][CH2:40][CH2:39][CH2:38][O:37]1)=[O:35])=[O:31])=[O:22])[CH3:17])=[O:15])[CH:11]([CH3:13])[CH3:12])=[O:8])[CH:4]([CH3:6])[CH3:5].O=[CH:62][CH2:63][CH2:64][CH2:65][CH2:66][C:67]([OH:69])=[O:68].C(O)(=O)C. Product: [C:67]([CH2:66][CH2:65][CH2:64][CH2:63][CH2:62][N:2]([CH3:1])[C@H:3]([C:7]([NH:9][C@H:10]([C:14]([N:16]([C@@H:18]([C@@H:57]([CH3:60])[CH2:58][CH3:59])[C@H:19]([O:55][CH3:56])[CH2:20][C:21]([N:23]1[CH2:27][CH2:26][CH2:25][C@H:24]1[C@H:28]([O:53][CH3:54])[C@@H:29]([CH3:52])[C:30]([NH:32][C@@H:33]([CH2:42][C:43]1[C:51]2[C:46](=[CH:47][CH:48]=[CH:49][CH:50]=2)[NH:45][CH:44]=1)[C:34]([N:36]1[CH2:41][CH2:40][CH2:39][CH2:38][O:37]1)=[O:35])=[O:31])=[O:22])[CH3:17])=[O:15])[CH:11]([CH3:12])[CH3:13])=[O:8])[CH:4]([CH3:5])[CH3:6])([OH:69])=[O:68]. The catalyst class is: 5. (4) Reactant: [H-].[Na+].[Br:3][C:4]1[C:12]2[NH:11][CH:10]=[CH:9][C:8]=2[C:7]([C:13]#[N:14])=[CH:6][CH:5]=1.[S:15](Cl)([C:18]1[CH:24]=[CH:23][C:21]([CH3:22])=[CH:20][CH:19]=1)(=[O:17])=[O:16]. Product: [Br:3][C:4]1[C:12]2[N:11]([S:15]([C:18]3[CH:24]=[CH:23][C:21]([CH3:22])=[CH:20][CH:19]=3)(=[O:17])=[O:16])[CH:10]=[CH:9][C:8]=2[C:7]([C:13]#[N:14])=[CH:6][CH:5]=1. The catalyst class is: 3. (5) Reactant: [CH3:1][O:2][C:3]([C:5]1[C:10]([NH2:11])=[N:9][C:8](Cl)=[C:7]([Cl:13])[N:6]=1)=[O:4].[Cl-].[Li+].C([Sn](CCCC)(CCCC)[C:21]([O:23][CH2:24][CH3:25])=[CH2:22])CCC.[NH4+].[Cl-]. Product: [CH3:1][O:2][C:3]([C:5]1[C:10]([NH2:11])=[N:9][C:8]([C:21]([O:23][CH2:24][CH3:25])=[CH2:22])=[C:7]([Cl:13])[N:6]=1)=[O:4]. The catalyst class is: 233. (6) Reactant: [OH:1][C@@H:2]([CH3:22])[CH2:3][N:4](CC1C=CC=CC=1)[CH2:5][CH2:6][O:7][CH2:8][C:9]1[CH:14]=[CH:13][CH:12]=[CH:11][CH:10]=1. Product: [OH:1][C@@H:2]([CH3:22])[CH2:3][NH:4][CH2:5][CH2:6][O:7][CH2:8][C:9]1[CH:14]=[CH:13][CH:12]=[CH:11][CH:10]=1. The catalyst class is: 29. (7) Reactant: [Cl:1][C:2]1[C:3]([NH:10][CH2:11][C:12]2[CH:17]=[CH:16][C:15]([OH:18])=[C:14]([O:19][CH3:20])[CH:13]=2)=[N:4][C:5]([CH3:9])=[N:6][C:7]=1[CH3:8].Cl[C:22]1[CH:23]=[CH:24][C:25]2[N:26]([C:28]([N+:31]([O-:33])=[O:32])=[CH:29][N:30]=2)[N:27]=1.C(=O)([O-])[O-].[K+].[K+]. Product: [Cl:1][C:2]1[C:3]([NH:10][CH2:11][C:12]2[CH:17]=[CH:16][C:15]([O:18][C:22]3[CH:23]=[CH:24][C:25]4[N:26]([C:28]([N+:31]([O-:33])=[O:32])=[CH:29][N:30]=4)[N:27]=3)=[C:14]([O:19][CH3:20])[CH:13]=2)=[N:4][C:5]([CH3:9])=[N:6][C:7]=1[CH3:8]. The catalyst class is: 9.